Predict the reaction yield, written as a fraction of the theoretical maximum amount of product (1.0 means a 100% yield; for example, 0.34 means a 34% yield). From a dataset of Reaction yield outcomes from USPTO patents with 853,638 reactions. (1) The reactants are [C:1]1([C:11]2[CH:20]=[C:14]3[NH:15][CH:16]=[CH:17][C:18](=O)[N:13]3[N:12]=2)[C:10]2[C:5](=[CH:6][CH:7]=[CH:8][CH:9]=2)[CH:4]=[CH:3][CH:2]=1.P(Cl)(Cl)([Cl:23])=O. No catalyst specified. The product is [Cl:23][C:18]1[N:13]2[N:12]=[C:11]([C:1]3[C:10]4[C:5](=[CH:6][CH:7]=[CH:8][CH:9]=4)[CH:4]=[CH:3][CH:2]=3)[CH:20]=[C:14]2[N:15]=[CH:16][CH:17]=1. The yield is 1.00. (2) The reactants are [CH3:1][C:2]([C:4]1[CH:5]=[CH:6][C:7]([OH:10])=[CH:8][CH:9]=1)=[O:3].[Br:11]Br. The catalyst is O1CCOCC1. The product is [Br:11][CH2:1][C:2]([C:4]1[CH:9]=[CH:8][C:7]([OH:10])=[CH:6][CH:5]=1)=[O:3]. The yield is 0.440. (3) The reactants are [C:1]([NH:4][C:5]1[NH:6][C:7](=[O:33])[C:8]2[S:13][C:12](=[O:14])[N:11]([C@@H:15]3[O:27][C@H:26]([CH2:28][O:29][C:30](=[O:32])[CH3:31])[C@@H:21]([O:22][C:23](=[O:25])[CH3:24])[C@H:16]3[O:17][C:18](=[O:20])[CH3:19])[C:9]=2[N:10]=1)(=[O:3])[CH3:2].[CH:34]([C:37]1[CH:42]=[C:41]([CH:43]([CH3:45])[CH3:44])[CH:40]=[C:39]([CH:46]([CH3:48])[CH3:47])[C:38]=1[S:49](Cl)(=[O:51])=[O:50])([CH3:36])[CH3:35]. The catalyst is C(Cl)Cl.CN(C1C=CN=CC=1)C. The product is [C:1]([NH:4][C:5]1[N:6]=[C:7]([O:33][S:49]([C:38]2[C:39]([CH:46]([CH3:47])[CH3:48])=[CH:40][C:41]([CH:43]([CH3:45])[CH3:44])=[CH:42][C:37]=2[CH:34]([CH3:36])[CH3:35])(=[O:51])=[O:50])[C:8]2[S:13][C:12](=[O:14])[N:11]([C@@H:15]3[O:27][C@H:26]([CH2:28][O:29][C:30](=[O:32])[CH3:31])[C@@H:21]([O:22][C:23](=[O:25])[CH3:24])[C@H:16]3[O:17][C:18](=[O:20])[CH3:19])[C:9]=2[N:10]=1)(=[O:3])[CH3:2]. The yield is 0.920. (4) The reactants are FC(F)(F)C(O)=O.[CH3:8][N:9]1[N:25]=[CH:24][C:23]2[NH:22][C:21](=[O:26])[C@H:20]([CH:27]([CH3:29])[CH3:28])[CH:19]=[CH:18][CH2:17][C@H:16]([NH:30][C:31](=[O:37])[O:32][C:33]([CH3:36])([CH3:35])[CH3:34])[C:15]3[CH:38]=[C:11]([CH:12]=[CH:13][N:14]=3)[C:10]1=2. The catalyst is O=[Pt]=O.CCO. The product is [CH3:8][N:9]1[N:25]=[CH:24][C:23]2[NH:22][C:21](=[O:26])[C@H:20]([CH:27]([CH3:29])[CH3:28])[CH2:19][CH2:18][CH2:17][C@H:16]([NH:30][C:31](=[O:37])[O:32][C:33]([CH3:36])([CH3:35])[CH3:34])[C:15]3[CH:38]=[C:11]([CH:12]=[CH:13][N:14]=3)[C:10]1=2. The yield is 0.840. (5) The product is [NH2:36][C@@H:25]1[C@@H:24]([CH3:39])[CH2:23][C@@H:22]([C:21]2[CH:20]=[CH:19][N:18]=[CH:17][C:16]=2[NH:15][C:54](=[O:55])[C:52]2[CH:51]=[CH:50][C:49]([F:57])=[C:48]([C:42]3[C:41]([F:40])=[CH:46][CH:45]=[CH:44][C:43]=3[F:47])[N:53]=2)[CH2:27][C@H:26]1[NH:28][C:29](=[O:35])[O:30][C:31]([CH3:34])([CH3:33])[CH3:32]. The reactants are C(Cl)CCl.C1C=NC2N(O)N=NC=2C=1.[NH2:15][C:16]1[CH:17]=[N:18][CH:19]=[CH:20][C:21]=1[C@H:22]1[CH2:27][C@@H:26]([NH:28][C:29](=[O:35])[O:30][C:31]([CH3:34])([CH3:33])[CH3:32])[C@H:25]([N:36]=[N+]=[N-])[C@@H:24]([CH3:39])[CH2:23]1.[F:40][C:41]1[CH:46]=[CH:45][CH:44]=[C:43]([F:47])[C:42]=1[C:48]1[N:53]=[C:52]([C:54](O)=[O:55])[CH:51]=[CH:50][C:49]=1[F:57].[N-]=[N+]=[N-]. The yield is 0.350. The catalyst is CN(C=O)C.O.CC(O)C.[Pd]. (6) The reactants are [CH:1]([O:4][CH2:5][CH2:6][NH:7][S:8]([NH:11][C:12](=[O:38])[O:13][CH2:14][CH2:15][C:16]1[CH:21]=[CH:20][C:19]([O:22]COC)=[CH:18][C:17]=1[O:26][C:27]1[C:32]([Cl:33])=[CH:31][C:30]([C:34]([F:37])([F:36])[F:35])=[CH:29][N:28]=1)(=[O:10])=[O:9])([CH3:3])[CH3:2].Cl.CO.C(=O)([O-])O.[Na+]. No catalyst specified. The product is [CH:1]([O:4][CH2:5][CH2:6][NH:7][S:8]([NH:11][C:12](=[O:38])[O:13][CH2:14][CH2:15][C:16]1[CH:21]=[CH:20][C:19]([OH:22])=[CH:18][C:17]=1[O:26][C:27]1[C:32]([Cl:33])=[CH:31][C:30]([C:34]([F:35])([F:37])[F:36])=[CH:29][N:28]=1)(=[O:10])=[O:9])([CH3:3])[CH3:2]. The yield is 0.480.